This data is from Full USPTO retrosynthesis dataset with 1.9M reactions from patents (1976-2016). The task is: Predict the reactants needed to synthesize the given product. (1) Given the product [C:23]1([CH:22]([C:29]2[CH:30]=[CH:31][CH:32]=[CH:33][CH:34]=2)[N:18]2[CH:19]=[CH:20][CH:21]=[C:16]([C:14]([NH:13][C@@H:7]([CH2:8][CH2:9][CH2:10][OH:11])[C:6]([O:5][C:1]([CH3:2])([CH3:3])[CH3:4])=[O:36])=[O:15])[C:17]2=[O:35])[CH:28]=[CH:27][CH:26]=[CH:25][CH:24]=1, predict the reactants needed to synthesize it. The reactants are: [C:1]([O:5][C:6](=[O:36])[C@@H:7]([NH:13][C:14]([C:16]1[C:17](=[O:35])[N:18]([CH:22]([C:29]2[CH:34]=[CH:33][CH:32]=[CH:31][CH:30]=2)[C:23]2[CH:28]=[CH:27][CH:26]=[CH:25][CH:24]=2)[CH:19]=[CH:20][CH:21]=1)=[O:15])[CH2:8][CH2:9][C:10](O)=[O:11])([CH3:4])([CH3:3])[CH3:2].CN1CCOCC1.ClC(OCC)=O.[BH4-].[Na+].Cl. (2) Given the product [CH:1]1([CH:4]2[CH2:9][N:8]3[N:10]=[C:11]([I:18])[C:12]([C:13]([O:15][CH2:16][CH3:17])=[O:14])=[C:7]3[CH2:6][N:5]2[C:24]([O:23][C:20]([CH3:22])([CH3:21])[CH3:19])=[O:25])[CH2:2][CH2:3]1, predict the reactants needed to synthesize it. The reactants are: [CH:1]1([CH:4]2[CH2:9][N:8]3[N:10]=[C:11]([I:18])[C:12]([C:13]([O:15][CH2:16][CH3:17])=[O:14])=[C:7]3[CH2:6][NH:5]2)[CH2:3][CH2:2]1.[CH3:19][C:20]([O:23][C:24](O[C:24]([O:23][C:20]([CH3:22])([CH3:21])[CH3:19])=[O:25])=[O:25])([CH3:22])[CH3:21]. (3) The reactants are: [F:1][C:2]([F:22])([F:21])[C:3]1[CH:4]=[C:5]([CH:14]=[C:15]([C:17]([F:20])([F:19])[F:18])[CH:16]=1)[C:6]([NH:8][CH2:9][CH2:10][C:11]([OH:13])=O)=[O:7].[Cl:23][C:24]1[CH:31]=[CH:30][C:27]([CH2:28][NH2:29])=[CH:26][CH:25]=1.O.ON1C2C=CC=CC=2N=N1.Cl.CN(C)CCCN=C=NCC.C(N(CC)C(C)C)(C)C. Given the product [Cl:23][C:24]1[CH:31]=[CH:30][C:27]([CH2:28][NH:29][C:11](=[O:13])[CH2:10][CH2:9][NH:8][C:6](=[O:7])[C:5]2[CH:4]=[C:3]([C:2]([F:21])([F:1])[F:22])[CH:16]=[C:15]([C:17]([F:19])([F:20])[F:18])[CH:14]=2)=[CH:26][CH:25]=1, predict the reactants needed to synthesize it.